From a dataset of Catalyst prediction with 721,799 reactions and 888 catalyst types from USPTO. Predict which catalyst facilitates the given reaction. (1) Reactant: C1CCC(N=C=NC2CCCCC2)CC1.Cl.[F:17][C:18]1[CH:19]=[C:20]([CH:24]([NH:28][C:29]2[CH:34]=[CH:33][CH:32]=[CH:31][CH:30]=2)[C:25]([OH:27])=[O:26])[CH:21]=[CH:22][CH:23]=1.C1C=CC2N(O)N=NC=2C=1.[N:45]12[CH2:52][CH2:51][CH:48]([CH2:49][CH2:50]1)[C@@H:47](O)[CH2:46]2. Product: [N:45]12[CH2:52][CH2:51][CH:48]([CH2:49][CH2:50]1)[C@@H:47]([O:26][C:25](=[O:27])[CH:24]([C:20]1[CH:21]=[CH:22][CH:23]=[C:18]([F:17])[CH:19]=1)[NH:28][C:29]1[CH:34]=[CH:33][CH:32]=[CH:31][CH:30]=1)[CH2:46]2. The catalyst class is: 1. (2) Reactant: [CH3:1][O:2][C:3]1[CH:4]=[C:5]2[C:9](=[CH:10][CH:11]=1)[C:8]1([C:15](=[O:16])[NH:14][C:13](=[O:17])[NH:12]1)[CH2:7][CH2:6]2.C([O-])([O-])=O.[K+].[K+].Br[CH2:25][C:26]([O:28][C:29]([CH3:32])([CH3:31])[CH3:30])=[O:27]. Product: [CH3:1][O:2][C:3]1[CH:4]=[C:5]2[C:9](=[CH:10][CH:11]=1)[C:8]1([C:15](=[O:16])[N:14]([CH2:25][C:26]([O:28][C:29]([CH3:32])([CH3:31])[CH3:30])=[O:27])[C:13](=[O:17])[NH:12]1)[CH2:7][CH2:6]2. The catalyst class is: 18. (3) Reactant: [Cl:1][C:2]1[CH:7]=[CH:6][CH:5]=[C:4]([Cl:8])[C:3]=1[C:9]1[C:13]([CH2:14][O:15][C:16]2[N:21]=[C:20]([O:22][CH3:23])[C:19]([NH2:24])=[CH:18][CH:17]=2)=[C:12]([CH:25]([CH3:27])[CH3:26])[O:11][N:10]=1.C(N(C(C)C)CC)(C)C.[CH3:37][O:38][C:39](=[O:49])[C:40]1[CH:45]=[CH:44][C:43]([C:46](Cl)=[O:47])=[CH:42][CH:41]=1. Product: [CH3:37][O:38][C:39](=[O:49])[C:40]1[CH:45]=[CH:44][C:43]([C:46]([NH:24][C:19]2[C:20]([O:22][CH3:23])=[N:21][C:16]([O:15][CH2:14][C:13]3[C:9]([C:3]4[C:2]([Cl:1])=[CH:7][CH:6]=[CH:5][C:4]=4[Cl:8])=[N:10][O:11][C:12]=3[CH:25]([CH3:27])[CH3:26])=[CH:17][CH:18]=2)=[O:47])=[CH:42][CH:41]=1. The catalyst class is: 2. (4) The catalyst class is: 5. Reactant: [CH3:1][C:2]1[O:6][N:5]=[C:4]([C:7]2[CH:12]=[CH:11][CH:10]=[CH:9][N:8]=2)[C:3]=1[CH:13]=O.Cl.[CH2:16]([O:18][C:19]([C:21]1[N:22]([CH3:27])[N:23]=[C:24]([NH2:26])[CH:25]=1)=[O:20])[CH3:17].C(O)(=O)C.C([BH3-])#N.[Na+]. Product: [CH3:27][N:22]1[C:21]([C:19]([O:18][CH2:16][CH3:17])=[O:20])=[CH:25][C:24]([NH:26][CH2:13][C:3]2[C:4]([C:7]3[CH:12]=[CH:11][CH:10]=[CH:9][N:8]=3)=[N:5][O:6][C:2]=2[CH3:1])=[N:23]1. (5) Reactant: [NH3:1].[F:2][C:3]1([F:34])[C:7](=S)[NH:6][C:5]2([C:21]3[C:16](=[N:17][CH:18]=[C:19]([C:22]4[CH:23]=[N:24][CH:25]=[CH:26][CH:27]=4)[CH:20]=3)[O:15][C:14]3[C:9]2=[CH:10][C:11]([C:28]2[CH:29]=[N:30][CH:31]=[CH:32][CH:33]=2)=[CH:12][CH:13]=3)[CH2:4]1. Product: [F:2][C:3]1([F:34])[C:7]([NH2:1])=[N:6][C:5]2([C:21]3[C:16](=[N:17][CH:18]=[C:19]([C:22]4[CH:23]=[N:24][CH:25]=[CH:26][CH:27]=4)[CH:20]=3)[O:15][C:14]3[C:9]2=[CH:10][C:11]([C:28]2[CH:29]=[N:30][CH:31]=[CH:32][CH:33]=2)=[CH:12][CH:13]=3)[CH2:4]1. The catalyst class is: 1. (6) Reactant: [CH:1]1([C:6]([OH:31])([CH2:21][C:22]2[O:23][C:24]([CH3:30])([CH3:29])[O:25][C:26](=[O:28])[CH:27]=2)[C:7]#[C:8][C:9]2[CH:14]=[CH:13][C:12]([C:15]3([C:18]#[N:19])[CH2:17][CH2:16]3)=[C:11]([F:20])[CH:10]=2)[CH2:5][CH2:4][CH2:3][CH2:2]1. Product: [CH:1]1([C:6]([OH:31])([CH2:21][C:22]2[O:23][C:24]([CH3:29])([CH3:30])[O:25][C:26](=[O:28])[CH:27]=2)[CH2:7][CH2:8][C:9]2[CH:14]=[CH:13][C:12]([C:15]3([C:18]#[N:19])[CH2:17][CH2:16]3)=[C:11]([F:20])[CH:10]=2)[CH2:5][CH2:4][CH2:3][CH2:2]1. The catalyst class is: 320.